This data is from Forward reaction prediction with 1.9M reactions from USPTO patents (1976-2016). The task is: Predict the product of the given reaction. (1) The product is: [CH2:25]([NH:24][C:9]1[CH:8]=[C:7]([CH:12]=[C:11]([S:13](=[O:16])(=[O:15])[NH2:14])[C:10]=1[O:17][C:18]1[CH:19]=[CH:20][CH:21]=[CH:22][CH:23]=1)[C:6]([OH:29])=[O:5])[CH2:26][CH2:27][CH3:28]. Given the reactants C([O:5][C:6](=[O:29])[C:7]1[CH:12]=[C:11]([S:13](=[O:16])(=[O:15])[NH2:14])[C:10]([O:17][C:18]2[CH:23]=[CH:22][CH:21]=[CH:20][CH:19]=2)=[C:9]([NH:24][CH2:25][CH2:26][CH2:27][CH3:28])[CH:8]=1)CCC.[OH-].[Na+], predict the reaction product. (2) Given the reactants C[O:2][C:3](=[O:13])[CH2:4][C:5]1[C:6]([O:11][CH3:12])=[N:7][CH:8]=[N:9][CH:10]=1.O.[OH-].[Li+], predict the reaction product. The product is: [CH3:12][O:11][C:6]1[C:5]([CH2:4][C:3]([OH:13])=[O:2])=[CH:10][N:9]=[CH:8][N:7]=1. (3) Given the reactants [C:1]1(=[C:8]([C:16]2[CH:21]=[CH:20][C:19]([OH:22])=[CH:18][CH:17]=2)[C:9]2[CH:14]=[CH:13][C:12]([OH:15])=[CH:11][CH:10]=2)[CH2:7][CH2:6][CH2:5][CH2:4][CH2:3][CH2:2]1.C([O-])([O-])=O.[K+].[K+].Br[C:30]([CH3:37])([CH3:36])[C:31]([O:33][CH2:34][CH3:35])=[O:32], predict the reaction product. The product is: [C:1]1(=[C:8]([C:9]2[CH:14]=[CH:13][C:12]([OH:15])=[CH:11][CH:10]=2)[C:16]2[CH:21]=[CH:20][C:19]([O:22][C:30]([CH3:37])([CH3:36])[C:31]([O:33][CH2:34][CH3:35])=[O:32])=[CH:18][CH:17]=2)[CH2:2][CH2:3][CH2:4][CH2:5][CH2:6][CH2:7]1. (4) Given the reactants Cl[CH2:2][CH2:3][N:4]1[C:12]2[C:7](=[CH:8][C:9]([O:13][CH3:14])=[CH:10][CH:11]=2)[C:6]([S:15]([C:18]2[CH:23]=[CH:22][CH:21]=[CH:20][CH:19]=2)(=[O:17])=[O:16])=[CH:5]1.[CH2:24]([NH2:31])[C:25]1[CH:30]=[CH:29][CH:28]=[CH:27][CH:26]=1, predict the reaction product. The product is: [CH2:24]([NH:31][CH2:2][CH2:3][N:4]1[C:12]2[C:7](=[CH:8][C:9]([O:13][CH3:14])=[CH:10][CH:11]=2)[C:6]([S:15]([C:18]2[CH:23]=[CH:22][CH:21]=[CH:20][CH:19]=2)(=[O:17])=[O:16])=[CH:5]1)[C:25]1[CH:30]=[CH:29][CH:28]=[CH:27][CH:26]=1. (5) Given the reactants C(OC(=O)[NH:7][CH2:8][C@@H:9]([NH:25][C:26](=[O:39])/[CH:27]=[CH:28]/[C:29]1[CH:34]=[C:33]([C:35]#[N:36])[CH:32]=[CH:31][C:30]=1[O:37][CH3:38])[CH2:10][N:11]1[CH2:16][CH2:15][CH:14]([O:17][C:18]2[CH:23]=[CH:22][C:21]([F:24])=[CH:20][CH:19]=2)[CH2:13][CH2:12]1)(C)(C)C.Cl, predict the reaction product. The product is: [NH2:7][CH2:8][C@@H:9]([NH:25][C:26](=[O:39])/[CH:27]=[CH:28]/[C:29]1[CH:34]=[C:33]([C:35]#[N:36])[CH:32]=[CH:31][C:30]=1[O:37][CH3:38])[CH2:10][N:11]1[CH2:16][CH2:15][CH:14]([O:17][C:18]2[CH:19]=[CH:20][C:21]([F:24])=[CH:22][CH:23]=2)[CH2:13][CH2:12]1.